From a dataset of Reaction yield outcomes from USPTO patents with 853,638 reactions. Predict the reaction yield, written as a fraction of the theoretical maximum amount of product (1.0 means a 100% yield; for example, 0.34 means a 34% yield). (1) The reactants are [F:1][C:2]1[CH:7]=[CH:6][C:5]([O:8][CH3:9])=[CH:4][C:3]=1[CH2:10][CH2:11][NH2:12].[CH3:13][O:14][CH:15]([O:18][CH3:19])[CH:16]=O.[BH4-].[Na+].C(N(CC)CC)C.[F:29][C:30]([F:41])([F:40])[C:31](O[C:31](=[O:32])[C:30]([F:41])([F:40])[F:29])=[O:32]. The catalyst is CO. The product is [CH3:19][O:18][CH:15]([O:14][CH3:13])[CH2:16][N:12]([CH2:11][CH2:10][C:3]1[CH:4]=[C:5]([O:8][CH3:9])[CH:6]=[CH:7][C:2]=1[F:1])[C:31](=[O:32])[C:30]([F:41])([F:40])[F:29]. The yield is 0.590. (2) The reactants are [CH3:1][O:2][C:3]1[C:21]([O:22][CH3:23])=[CH:20][C:6]2[N:7]([C:10]3[S:14][C:13]([C:15]([O:17][CH3:18])=[O:16])=[C:12]([OH:19])[CH:11]=3)[CH:8]=[N:9][C:5]=2[CH:4]=1.[Cl:24][C:25]1[CH:32]=[C:31]([F:33])[CH:30]=[CH:29][C:26]=1[CH2:27]Br. No catalyst specified. The product is [Cl:24][C:25]1[CH:32]=[C:31]([F:33])[CH:30]=[CH:29][C:26]=1[CH2:27][O:19][C:12]1[CH:11]=[C:10]([N:7]2[C:6]3[CH:20]=[C:21]([O:22][CH3:23])[C:3]([O:2][CH3:1])=[CH:4][C:5]=3[N:9]=[CH:8]2)[S:14][C:13]=1[C:15]([O:17][CH3:18])=[O:16]. The yield is 0.680. (3) The reactants are [CH2:1]([NH:3][C:4]([NH:6][C:7]1[S:8][C:9]2[C:15]([C:16]3[CH:21]=[CH:20][CH:19]=[CH:18][N:17]=3)=[CH:14][C:13]([C:22]3[CH:23]=[N:24][C:25]([N:28]4[CH2:33][CH2:32][C:31]([CH3:39])([C:34]([O:36]CC)=[O:35])[CH2:30][CH2:29]4)=[N:26][CH:27]=3)=[CH:12][C:10]=2[N:11]=1)=[O:5])[CH3:2].CC(C)([O-])C.[K+].O. The catalyst is CS(C)=O. The product is [CH2:1]([NH:3][C:4]([NH:6][C:7]1[S:8][C:9]2[C:15]([C:16]3[CH:21]=[CH:20][CH:19]=[CH:18][N:17]=3)=[CH:14][C:13]([C:22]3[CH:27]=[N:26][C:25]([N:28]4[CH2:29][CH2:30][C:31]([CH3:39])([C:34]([OH:36])=[O:35])[CH2:32][CH2:33]4)=[N:24][CH:23]=3)=[CH:12][C:10]=2[N:11]=1)=[O:5])[CH3:2]. The yield is 0.650. (4) The reactants are [CH:1]([C:4]1[CH:9]=[CH:8][CH:7]=[CH:6][C:5]=1[NH:10][N:11]=[C:12]([C:15]#[N:16])[C:13]#[N:14])([CH3:3])[CH3:2].C(C1C=CC=CC=1N)(C)C.C(#N)CC#N.O.[NH2:33][NH2:34]. No catalyst specified. The product is [NH2:14][C:13]1[C:12](=[N:11][NH:10][C:5]2[CH:6]=[CH:7][CH:8]=[CH:9][C:4]=2[CH:1]([CH3:2])[CH3:3])[C:15]([NH2:16])=[N:34][N:33]=1. The yield is 0.730. (5) The reactants are Cl[C:2]1[CH:7]=[CH:6][C:5]([N+:8]([O-:10])=[O:9])=[CH:4][N:3]=1.[F:11][C:12]([F:16])([F:15])[CH2:13][NH2:14].C(N(CC)C(C)C)(C)C. The catalyst is CN1CCCC1=O. The product is [N+:8]([C:5]1[CH:6]=[CH:7][C:2]([NH:14][CH2:13][C:12]([F:16])([F:15])[F:11])=[N:3][CH:4]=1)([O-:10])=[O:9]. The yield is 0.430.